From a dataset of Forward reaction prediction with 1.9M reactions from USPTO patents (1976-2016). Predict the product of the given reaction. (1) Given the reactants [N:1]1([C:10]2[C@:26]3([CH3:27])[CH:13]([CH:14]4[CH:23]([CH2:24][CH2:25]3)[C@:22]3([CH3:28])[C@H:17]([CH2:18][C@@H:19]([OH:29])[CH2:20][CH2:21]3)[CH2:16][CH2:15]4)[CH2:12][CH:11]=2)[C:5]2[CH:6]=[CH:7][CH:8]=[CH:9][C:4]=2[N:3]=[CH:2]1.C[N+]1([O-])CCOCC1, predict the reaction product. The product is: [N:1]1([C:10]2[C@:26]3([CH3:27])[CH:13]([CH:14]4[CH:23]([CH2:24][CH2:25]3)[C@:22]3([CH3:28])[C@H:17]([CH2:18][C:19](=[O:29])[CH2:20][CH2:21]3)[CH2:16][CH2:15]4)[CH2:12][CH:11]=2)[C:5]2[CH:6]=[CH:7][CH:8]=[CH:9][C:4]=2[N:3]=[CH:2]1. (2) Given the reactants OS(O)(=O)=O.[NH:6]([S:13]([C:16]1[CH:21]=[CH:20][C:19]([CH2:22][CH2:23][CH2:24][CH:25]([CH2:29][CH2:30][C:31]2[CH:36]=[CH:35][C:34]([CH2:37][CH3:38])=[CH:33][CH:32]=2)[C:26]([OH:28])=[O:27])=[CH:18][CH:17]=1)(=[O:15])=[O:14])[C:7]1[CH:12]=[CH:11][CH:10]=[CH:9][CH:8]=1.O.[CH3:40]O, predict the reaction product. The product is: [NH:6]([S:13]([C:16]1[CH:21]=[CH:20][C:19]([CH2:22][CH2:23][CH2:24][CH:25]([CH2:29][CH2:30][C:31]2[CH:32]=[CH:33][C:34]([CH2:37][CH3:38])=[CH:35][CH:36]=2)[C:26]([O:28][CH3:40])=[O:27])=[CH:18][CH:17]=1)(=[O:14])=[O:15])[C:7]1[CH:8]=[CH:9][CH:10]=[CH:11][CH:12]=1. (3) Given the reactants S(OS([O-])=O)([O-])=O.[Na+].[Na+].[CH2:10]([N:12]1[C:24]2[CH:23]=[CH:22][C:21]([CH:25]=O)=[CH:20][C:19]=2[C:18]2[C:13]1=[CH:14][CH:15]=[CH:16][C:17]=2[F:27])[CH3:11].[NH2:28][C:29]1[CH:30]=[C:31]([CH:35]=[CH:36][C:37]=1[NH:38][CH2:39][CH2:40][O:41][CH3:42])[C:32]([OH:34])=[O:33].Cl, predict the reaction product. The product is: [CH2:10]([N:12]1[C:24]2[CH:23]=[CH:22][C:21]([C:25]3[N:38]([CH2:39][CH2:40][O:41][CH3:42])[C:37]4[CH:36]=[CH:35][C:31]([C:32]([OH:34])=[O:33])=[CH:30][C:29]=4[N:28]=3)=[CH:20][C:19]=2[C:18]2[C:13]1=[CH:14][CH:15]=[CH:16][C:17]=2[F:27])[CH3:11].